Task: Predict the reactants needed to synthesize the given product.. Dataset: Full USPTO retrosynthesis dataset with 1.9M reactions from patents (1976-2016) (1) Given the product [SH:9][C:12]1[CH:25]=[CH:24][C:15]2[N:16]=[C:17]([NH:19][C:20](=[O:23])[O:21][CH3:22])[S:18][C:14]=2[CH:13]=1, predict the reactants needed to synthesize it. The reactants are: SCC(C(CS)O)O.[S:9]([C:12]1[CH:25]=[CH:24][C:15]2[N:16]=[C:17]([NH:19][C:20](=[O:23])[O:21][CH3:22])[S:18][C:14]=2[CH:13]=1)C#N. (2) Given the product [CH3:16][O:17][C:18]1[CH:30]=[CH:29][CH:28]=[CH:27][C:19]=1[CH2:20][CH:21]1[CH2:26][CH2:25][N:24]([C:2]2[N:7]=[N:6][C:5]([C:8]([NH:10][CH2:11][CH2:12][CH:13]([CH3:15])[CH3:14])=[O:9])=[CH:4][CH:3]=2)[CH2:23][CH2:22]1, predict the reactants needed to synthesize it. The reactants are: Cl[C:2]1[N:7]=[N:6][C:5]([C:8]([NH:10][CH2:11][CH2:12][CH:13]([CH3:15])[CH3:14])=[O:9])=[CH:4][CH:3]=1.[CH3:16][O:17][C:18]1[CH:30]=[CH:29][CH:28]=[CH:27][C:19]=1[CH2:20][CH:21]1[CH2:26][CH2:25][NH:24][CH2:23][CH2:22]1. (3) Given the product [F:26][C:21]1[CH:20]=[C:19]([C:14](=[C:12]2[CH2:13][NH:10][CH2:11]2)[S:15]([CH3:18])(=[O:17])=[O:16])[CH:24]=[C:23]([F:25])[CH:22]=1, predict the reactants needed to synthesize it. The reactants are: ClCC1C=CC([C@H](C2C=CC(Cl)=CC=2)[N:10]2[CH2:13][C:12](=[C:14]([C:19]3[CH:24]=[C:23]([F:25])[CH:22]=[C:21]([F:26])[CH:20]=3)[S:15]([CH3:18])(=[O:17])=[O:16])[CH2:11]2)=CC=1. (4) Given the product [ClH:31].[CH:1]1([NH:7][C:8]([C@H:10]2[O:15][CH2:14][C@@H:13]([CH2:16][CH3:17])[NH:12][CH2:11]2)=[O:9])[CH2:2][CH2:3][CH2:4][CH2:5][CH2:6]1, predict the reactants needed to synthesize it. The reactants are: [CH:1]1([NH:7][C:8]([C@H:10]2[O:15][CH2:14][C@@H:13]([CH2:16][CH3:17])[N:12](C(OC(C)(C)C)=O)[CH2:11]2)=[O:9])[CH2:6][CH2:5][CH2:4][CH2:3][CH2:2]1.O1CCOCC1.[ClH:31]. (5) Given the product [CH3:1][C:2]1([CH3:30])[O:7][C:6]2[CH:8]=[CH:9][C:10]([C@H:12]3[O:16][C:15](=[O:17])[N:14]([CH2:18][CH2:19][C:20]4[CH:21]=[CH:22][C:23]([O:26][CH2:27][CH2:28][O:29][CH2:39][C:38]5[CH:41]=[CH:42][CH:43]=[C:36]([N+:33]([O-:35])=[O:34])[CH:37]=5)=[CH:24][CH:25]=4)[CH2:13]3)=[CH:11][C:5]=2[CH2:4][O:3]1, predict the reactants needed to synthesize it. The reactants are: [CH3:1][C:2]1([CH3:30])[O:7][C:6]2[CH:8]=[CH:9][C:10]([C@H:12]3[O:16][C:15](=[O:17])[N:14]([CH2:18][CH2:19][C:20]4[CH:25]=[CH:24][C:23]([O:26][CH2:27][CH2:28][OH:29])=[CH:22][CH:21]=4)[CH2:13]3)=[CH:11][C:5]=2[CH2:4][O:3]1.[H-].[Na+].[N+:33]([C:36]1[CH:37]=[C:38]([CH:41]=[CH:42][CH:43]=1)[CH2:39]Br)([O-:35])=[O:34]. (6) Given the product [C:1]([CH:5]1[CH2:14][CH2:13][C:12]2[N:11]=[C:10]3[S:15][C:16]([C:18]([Cl:23])=[O:20])=[CH:17][C:9]3=[CH:8][C:7]=2[CH2:6]1)([CH3:4])([CH3:3])[CH3:2], predict the reactants needed to synthesize it. The reactants are: [C:1]([CH:5]1[CH2:14][CH2:13][C:12]2[N:11]=[C:10]3[S:15][C:16]([C:18]([OH:20])=O)=[CH:17][C:9]3=[CH:8][C:7]=2[CH2:6]1)([CH3:4])([CH3:3])[CH3:2].S(Cl)([Cl:23])=O.